From a dataset of Reaction yield outcomes from USPTO patents with 853,638 reactions. Predict the reaction yield, written as a fraction of the theoretical maximum amount of product (1.0 means a 100% yield; for example, 0.34 means a 34% yield). The reactants are [Br:1][C:2]1[CH:3]=[CH:4][C:5]([NH:8][C:9]([C:11]2[CH:16]=[C:15]([O:17][CH3:18])[C:14]([O:19][CH3:20])=[C:13]([O:21][CH3:22])[C:12]=2[N+:23]([O-])=O)=[O:10])=[N:6][CH:7]=1. The catalyst is C(OCC)(=O)C.Cl[Pd](Cl)([P](C1C=CC=CC=1)(C1C=CC=CC=1)C1C=CC=CC=1)[P](C1C=CC=CC=1)(C1C=CC=CC=1)C1C=CC=CC=1. The product is [NH2:23][C:12]1[C:13]([O:21][CH3:22])=[C:14]([O:19][CH3:20])[C:15]([O:17][CH3:18])=[CH:16][C:11]=1[C:9]([NH:8][C:5]1[CH:4]=[CH:3][C:2]([Br:1])=[CH:7][N:6]=1)=[O:10]. The yield is 0.770.